From a dataset of Full USPTO retrosynthesis dataset with 1.9M reactions from patents (1976-2016). Predict the reactants needed to synthesize the given product. (1) Given the product [NH2:32][C:9]1[C:8]2[N:18]=[C:5]([CH2:4][CH2:3][O:2][CH3:1])[N:6]([CH2:19][CH2:20][O:21][CH2:22][CH2:23][NH:24][C:25](=[O:31])[O:26][C:27]([CH3:30])([CH3:29])[CH3:28])[C:7]=2[C:16]2[CH:15]=[CH:14][CH:13]=[CH:12][C:11]=2[N:10]=1, predict the reactants needed to synthesize it. The reactants are: [CH3:1][O:2][CH2:3][CH2:4][C:5]1[N:6]([CH2:19][CH2:20][O:21][CH2:22][CH2:23][NH:24][C:25](=[O:31])[O:26][C:27]([CH3:30])([CH3:29])[CH3:28])[C:7]2[C:16]3[CH:15]=[CH:14][CH:13]=[CH:12][C:11]=3[N+:10]([O-])=[CH:9][C:8]=2[N:18]=1.[NH4+:32].[OH-].C1(C)C=CC(S(Cl)(=O)=O)=CC=1. (2) Given the product [CH2:32]([NH+:34]([CH2:37][CH3:38])[CH2:35][CH3:36])[CH3:33].[C:1]1([C:23]2[CH:24]=[CH:25][CH:26]=[CH:27][CH:28]=2)[CH:2]=[CH:3][C:4]([CH2:7][C@@H:8]([NH:15][C:16]([O:18][C:19]([CH3:22])([CH3:20])[CH3:21])=[O:17])[CH2:9][C@@H:10]([CH3:14])[C:11]([O-:13])=[O:12])=[CH:5][CH:6]=1, predict the reactants needed to synthesize it. The reactants are: [C:1]1([C:23]2[CH:28]=[CH:27][CH:26]=[CH:25][CH:24]=2)[CH:6]=[CH:5][C:4]([CH2:7][C@@H:8]([NH:15][C:16]([O:18][C:19]([CH3:22])([CH3:21])[CH3:20])=[O:17])[CH2:9][C@@H:10]([CH3:14])[C:11]([OH:13])=[O:12])=[CH:3][CH:2]=1.C(O)C.[CH2:32]([N:34]([CH2:37][CH3:38])[CH2:35][CH3:36])[CH3:33]. (3) Given the product [CH3:18][O:7][C:6](=[O:8])[C:5]1[CH:9]=[CH:10][C:2]([OH:1])=[C:3]([F:12])[C:4]=1[F:11], predict the reactants needed to synthesize it. The reactants are: [OH:1][C:2]1[CH:10]=[CH:9][C:5]([C:6]([OH:8])=[O:7])=[C:4]([F:11])[C:3]=1[F:12].S(=O)(=O)(O)O.[CH3:18]O.